From a dataset of Catalyst prediction with 721,799 reactions and 888 catalyst types from USPTO. Predict which catalyst facilitates the given reaction. (1) Reactant: CO[C:3](=[O:20])[C:4]1[CH:9]=[CH:8][C:7]([O:10][C:11]2[CH:16]=[CH:15][CH:14]=[CH:13][C:12]=2CC)=[CH:6][C:5]=1[Br:19].[CH3:21][CH:22](C[AlH]CC(C)C)C.Cl.CCOCC. Product: [Br:19][C:5]1[CH:6]=[C:7]([O:10][C:11]2[CH:12]=[CH:13][C:14]([CH2:21][CH3:22])=[CH:15][CH:16]=2)[CH:8]=[CH:9][C:4]=1[CH2:3][OH:20]. The catalyst class is: 11. (2) Reactant: [Cl:1][C:2]1[CH:7]=[CH:6][C:5]([N:8]2[CH:12]=[CH:11][C:10]([C:13]([O:15]CC)=[O:14])=[N:9]2)=[CH:4][CH:3]=1.[Li+].[OH-].Cl. Product: [Cl:1][C:2]1[CH:3]=[CH:4][C:5]([N:8]2[CH:12]=[CH:11][C:10]([C:13]([OH:15])=[O:14])=[N:9]2)=[CH:6][CH:7]=1. The catalyst class is: 1. (3) Reactant: [C:1]([C:4]1[CH:9]=[CH:8][C:7]([NH:10][CH2:11][C:12]2[N:16]([CH3:17])[C:15]3[CH:18]=[CH:19][C:20]([C@@:22]([NH:31][CH2:32][C:33]([O:35]CCC)=[O:34])([C:24]([N:26]4[CH2:30][CH2:29][CH2:28][CH2:27]4)=[O:25])[CH3:23])=[CH:21][C:14]=3[N:13]=2)=[CH:6][CH:5]=1)(=[NH:3])[NH2:2].C1(C)C=CC(S([O-])(=O)=O)=CC=1.[OH-].[Na+].O.C1(C)C=CC(S(O)(=O)=O)=CC=1. Product: [C:1]([C:4]1[CH:5]=[CH:6][C:7]([NH:10][CH2:11][C:12]2[N:16]([CH3:17])[C:15]3[CH:18]=[CH:19][C:20]([C@@:22]([NH:31][CH2:32][C:33]([OH:35])=[O:34])([C:24]([N:26]4[CH2:30][CH2:29][CH2:28][CH2:27]4)=[O:25])[CH3:23])=[CH:21][C:14]=3[N:13]=2)=[CH:8][CH:9]=1)(=[NH:2])[NH2:3]. The catalyst class is: 5.